Task: Predict the product of the given reaction.. Dataset: Forward reaction prediction with 1.9M reactions from USPTO patents (1976-2016) Given the reactants FC(F)(F)C(O)=O.C(OC([N:15]1[CH2:18][CH:17]([CH2:19][N:20]([CH3:26])[CH:21]2[CH2:25][CH2:24][O:23][CH2:22]2)[CH2:16]1)=O)(C)(C)C, predict the reaction product. The product is: [NH:15]1[CH2:18][CH:17]([CH2:19][N:20]([CH3:26])[CH:21]2[CH2:25][CH2:24][O:23][CH2:22]2)[CH2:16]1.